Predict the reaction yield, written as a fraction of the theoretical maximum amount of product (1.0 means a 100% yield; for example, 0.34 means a 34% yield). From a dataset of Reaction yield outcomes from USPTO patents with 853,638 reactions. The catalyst is O.CC(N(C)C)=O. The yield is 0.790. The reactants are [CH3:1][O:2][C:3]1[CH:4]=[C:5]2[C:10](=[CH:11][C:12]=1[O:13][CH3:14])[N:9]=[CH:8][CH:7]=[C:6]2[O:15][C:16]1[CH:21]=[CH:20][C:19]([NH:22][C:23]([C:25]2([C:28](O)=[O:29])[CH2:27][CH2:26]2)=[O:24])=[CH:18][CH:17]=1.[C:31]([O:35][C:36](=[O:46])[NH:37][CH2:38][C:39]1[CH:44]=[CH:43][C:42](N)=[CH:41][CH:40]=1)([CH3:34])([CH3:33])[CH3:32].C[N:48](C(ON1N=NC2C=CC=NC1=2)=[N+](C)C)C.F[P-](F)(F)(F)(F)F.CCN(C(C)C)C(C)C. The product is [C:31]([O:35][C:36](=[O:46])[NH:37][CH2:38][C:39]1[CH:44]=[CH:43][CH:42]=[C:41]([NH:48][C:28]([C:25]2([C:23](=[O:24])[NH:22][C:19]3[CH:18]=[CH:17][C:16]([O:15][C:6]4[C:5]5[C:10](=[CH:11][C:12]([O:13][CH3:14])=[C:3]([O:2][CH3:1])[CH:4]=5)[N:9]=[CH:8][CH:7]=4)=[CH:21][CH:20]=3)[CH2:26][CH2:27]2)=[O:29])[CH:40]=1)([CH3:34])([CH3:33])[CH3:32].